Dataset: Forward reaction prediction with 1.9M reactions from USPTO patents (1976-2016). Task: Predict the product of the given reaction. (1) Given the reactants [CH3:1][O:2][C:3]1[C:4]([NH:25][C:26]2[N:31]=[C:30]([C:32]3[C:40]4[C:35](=[CH:36][CH:37]=[CH:38][CH:39]=4)[N:34]([CH3:41])[CH:33]=3)[CH:29]=[CH:28][N:27]=2)=[CH:5][C:6]([N+:22]([O-])=O)=[C:7]([N:9]([CH3:21])[CH2:10][CH2:11][N:12]([CH3:20])[C:13](=[O:19])[O:14][C:15]([CH3:18])([CH3:17])[CH3:16])[CH:8]=1.[NH4+].[Cl-].O, predict the reaction product. The product is: [NH2:22][C:6]1[CH:5]=[C:4]([NH:25][C:26]2[N:31]=[C:30]([C:32]3[C:40]4[C:35](=[CH:36][CH:37]=[CH:38][CH:39]=4)[N:34]([CH3:41])[CH:33]=3)[CH:29]=[CH:28][N:27]=2)[C:3]([O:2][CH3:1])=[CH:8][C:7]=1[N:9]([CH3:21])[CH2:10][CH2:11][N:12]([CH3:20])[C:13](=[O:19])[O:14][C:15]([CH3:18])([CH3:16])[CH3:17]. (2) Given the reactants Br[C:2]1[S:6][C:5]([CH3:7])=[N:4][C:3]=1[CH3:8].[C:9]1([CH3:18])[CH:14]=[CH:13][C:12]([CH2:15][CH2:16][NH2:17])=[CH:11][CH:10]=1.C(=O)([O-])[O-].[K+].[K+], predict the reaction product. The product is: [CH3:7][C:5]1[S:6][C:2]([NH:17][CH2:16][CH2:15][C:12]2[CH:13]=[CH:14][C:9]([CH3:18])=[CH:10][CH:11]=2)=[C:3]([CH3:8])[N:4]=1. (3) Given the reactants [CH3:1][O:2][C:3]1[CH:8]=[CH:7][C:6]([CH2:9][CH2:10][NH2:11])=[CH:5][CH:4]=1.C(=O)([O-])[O-].[Na+].[Na+].[C:18](Cl)(=[O:21])[O:19][CH3:20].O, predict the reaction product. The product is: [CH3:1][O:2][C:3]1[CH:8]=[CH:7][C:6]([CH2:9][CH2:10][NH:11][C:18](=[O:21])[O:19][CH3:20])=[CH:5][CH:4]=1. (4) Given the reactants [Cl:1][C:2]1[CH:3]=[C:4]2[C:9](=[CH:10][CH:11]=1)[N:8]=[C:7]([NH:12][C:13](=[O:17])OCC)[C:6]([O:18][CH3:19])=[N:5]2.[C:20]([C:23]1[CH:28]=[CH:27][C:26]([N:29]2[CH2:34][CH2:33][NH:32][CH2:31][CH2:30]2)=[CH:25][CH:24]=1)(=[O:22])[CH3:21], predict the reaction product. The product is: [Cl:1][C:2]1[CH:3]=[C:4]2[C:9](=[CH:10][CH:11]=1)[N:8]=[C:7]([NH:12][C:13]([N:32]1[CH2:31][CH2:30][N:29]([C:26]3[CH:25]=[CH:24][C:23]([C:20](=[O:22])[CH3:21])=[CH:28][CH:27]=3)[CH2:34][CH2:33]1)=[O:17])[C:6]([O:18][CH3:19])=[N:5]2. (5) The product is: [CH:15]1([N:21]2[CH2:26][CH2:25][N:24]([CH2:2][CH2:3][CH2:4][CH2:5][N:6]3[C:10]4[CH:11]=[CH:12][CH:13]=[CH:14][C:9]=4[N:8]=[CH:7]3)[CH2:23][CH2:22]2)[CH2:20][CH2:19][CH2:18][CH2:17][CH2:16]1. Given the reactants Cl[CH2:2][CH2:3][CH2:4][CH2:5][N:6]1[C:10]2[CH:11]=[CH:12][CH:13]=[CH:14][C:9]=2[N:8]=[CH:7]1.[CH:15]1([N:21]2[CH2:26][CH2:25][NH:24][CH2:23][CH2:22]2)[CH2:20][CH2:19][CH2:18][CH2:17][CH2:16]1.C(N(C(C)C)CC)(C)C.[I-].[K+], predict the reaction product.